From a dataset of Full USPTO retrosynthesis dataset with 1.9M reactions from patents (1976-2016). Predict the reactants needed to synthesize the given product. (1) Given the product [N+:11]([C:3]1[CH:4]=[CH:5][CH:6]=[C:7]([N+:8]([O-:10])=[O:9])[C:2]=1[NH:14][CH2:15][C:16]([F:21])([F:20])[C:17]([OH:19])=[O:18])([O-:13])=[O:12], predict the reactants needed to synthesize it. The reactants are: Cl[C:2]1[C:7]([N+:8]([O-:10])=[O:9])=[CH:6][CH:5]=[CH:4][C:3]=1[N+:11]([O-:13])=[O:12].[NH2:14][CH2:15][C:16]([F:21])([F:20])[C:17]([OH:19])=[O:18].C(=O)([O-])O.[Na+].O. (2) Given the product [ClH:1].[O:2]1[C:6]2([CH2:11][CH2:10][NH:9][CH2:8][CH2:7]2)[CH2:5][CH2:4][CH2:3]1, predict the reactants needed to synthesize it. The reactants are: [ClH:1].[O:2]1[C:6]2([CH2:11][CH2:10][N:9](C(OC(C)(C)C)=O)[CH2:8][CH2:7]2)[CH2:5][CH2:4][CH2:3]1. (3) The reactants are: C1(O[C:8](=[O:26])[NH:9][C:10]2[CH:15]=[C:14]([O:16][C:17]3[CH:22]=[CH:21][C:20]([N+:23]([O-:25])=[O:24])=[CH:19][CH:18]=3)[CH:13]=[CH:12][N:11]=2)C=CC=CC=1.[N:27]1([CH:33]2[CH2:38][CH2:37][NH:36][CH2:35][CH2:34]2)[CH2:32][CH2:31][CH2:30][CH2:29][CH2:28]1. Given the product [N+:23]([C:20]1[CH:19]=[CH:18][C:17]([O:16][C:14]2[CH:13]=[CH:12][N:11]=[C:10]([NH:9][C:8]([N:36]3[CH2:37][CH2:38][CH:33]([N:27]4[CH2:32][CH2:31][CH2:30][CH2:29][CH2:28]4)[CH2:34][CH2:35]3)=[O:26])[CH:15]=2)=[CH:22][CH:21]=1)([O-:25])=[O:24], predict the reactants needed to synthesize it. (4) The reactants are: [C:1]1(=[C:9]([C:25]2[CH:30]=[CH:29][C:28]([OH:31])=[CH:27][CH:26]=2)[C:10]2[CH:15]=[CH:14][C:13](/[CH:16]=[CH:17]/[C:18]([O:20]C(C)(C)C)=[O:19])=[CH:12][CH:11]=2)[CH2:8][CH2:7][CH2:6][CH2:5][CH2:4][CH2:3][CH2:2]1. Given the product [C:1]1(=[C:9]([C:25]2[CH:30]=[CH:29][C:28]([OH:31])=[CH:27][CH:26]=2)[C:10]2[CH:15]=[CH:14][C:13](/[CH:16]=[CH:17]/[C:18]([OH:20])=[O:19])=[CH:12][CH:11]=2)[CH2:8][CH2:7][CH2:6][CH2:5][CH2:4][CH2:3][CH2:2]1, predict the reactants needed to synthesize it.